Regression. Given two drug SMILES strings and cell line genomic features, predict the synergy score measuring deviation from expected non-interaction effect. From a dataset of NCI-60 drug combinations with 297,098 pairs across 59 cell lines. Drug 1: CCC1(CC2CC(C3=C(CCN(C2)C1)C4=CC=CC=C4N3)(C5=C(C=C6C(=C5)C78CCN9C7C(C=CC9)(C(C(C8N6C=O)(C(=O)OC)O)OC(=O)C)CC)OC)C(=O)OC)O.OS(=O)(=O)O. Drug 2: COC1=NC(=NC2=C1N=CN2C3C(C(C(O3)CO)O)O)N. Cell line: OVCAR-8. Synergy scores: CSS=-3.39, Synergy_ZIP=3.42, Synergy_Bliss=4.53, Synergy_Loewe=-2.08, Synergy_HSA=-1.67.